Dataset: Forward reaction prediction with 1.9M reactions from USPTO patents (1976-2016). Task: Predict the product of the given reaction. (1) Given the reactants ClC1C=CC=C(C(OO)=[O:9])C=1.[CH3:12][C:13]1([CH2:16][CH2:17][CH2:18][CH2:19][CH3:20])[O:15][CH2:14]1, predict the reaction product. The product is: [CH3:12][C:13]1([CH2:16][CH2:17][CH2:18][CH2:19][CH3:20])[O:15][CH2:14]1.[CH3:12][C:13]([OH:15])([CH2:16][CH2:17][CH2:18][CH2:19][CH3:20])[CH2:14][OH:9]. (2) Given the reactants [F:1][C:2]1[CH:10]=[CH:9][C:8]([N:11]([CH3:20])[S:12]([C:15]2[S:16][CH:17]=[CH:18][CH:19]=2)(=[O:14])=[O:13])=[C:7]2[C:3]=1[CH:4]=[C:5]([C:24](=[S:26])[NH2:25])[N:6]2[CH2:21][O:22][CH3:23].Br[CH2:28][CH:29](OCC)OCC.CN(C)C(=O)C, predict the reaction product. The product is: [F:1][C:2]1[CH:10]=[CH:9][C:8]([N:11]([CH3:20])[S:12]([C:15]2[S:16][CH:17]=[CH:18][CH:19]=2)(=[O:13])=[O:14])=[C:7]2[C:3]=1[CH:4]=[C:5]([C:24]1[S:26][CH:28]=[CH:29][N:25]=1)[N:6]2[CH2:21][O:22][CH3:23].